Dataset: Catalyst prediction with 721,799 reactions and 888 catalyst types from USPTO. Task: Predict which catalyst facilitates the given reaction. (1) Reactant: [Br:1][C:2]1[CH:10]=[C:9]2[C:5]([CH2:6][C:7](=[O:11])[NH:8]2)=[CH:4][C:3]=1[C:12]([OH:14])=O.CN.Cl.[CH3:18][N:19](C)CCCN=C=NCC.CN(C1C=CC=CN=1)C.Cl. Product: [CH3:18][NH:19][C:12]([C:3]1[CH:4]=[C:5]2[C:9](=[CH:10][C:2]=1[Br:1])[NH:8][C:7](=[O:11])[CH2:6]2)=[O:14]. The catalyst class is: 348. (2) Reactant: [CH3:1][N:2]1[C:10]2[C:5](=[CH:6][CH:7]=[C:8]([CH3:11])[CH:9]=2)[C:4]([C:12]2[N:17]=[C:16]3[C:18]([C:21](O)=[O:22])=[CH:19][NH:20][C:15]3=[N:14][CH:13]=2)=[N:3]1.[NH2:24][C:25]1([CH2:28][OH:29])[CH2:27][CH2:26]1.CCN=C=NCCCN(C)C.O. The catalyst class is: 239. Product: [CH3:1][N:2]1[C:10]2[C:5](=[CH:6][CH:7]=[C:8]([CH3:11])[CH:9]=2)[C:4]([C:12]2[N:17]=[C:16]3[C:18]([C:21]([NH:24][C:25]4([CH2:28][OH:29])[CH2:27][CH2:26]4)=[O:22])=[CH:19][NH:20][C:15]3=[N:14][CH:13]=2)=[N:3]1.